This data is from NCI-60 drug combinations with 297,098 pairs across 59 cell lines. The task is: Regression. Given two drug SMILES strings and cell line genomic features, predict the synergy score measuring deviation from expected non-interaction effect. (1) Drug 1: CC1OCC2C(O1)C(C(C(O2)OC3C4COC(=O)C4C(C5=CC6=C(C=C35)OCO6)C7=CC(=C(C(=C7)OC)O)OC)O)O. Drug 2: CCN(CC)CCCC(C)NC1=C2C=C(C=CC2=NC3=C1C=CC(=C3)Cl)OC. Cell line: SR. Synergy scores: CSS=75.4, Synergy_ZIP=-0.562, Synergy_Bliss=-1.48, Synergy_Loewe=-2.32, Synergy_HSA=-0.412. (2) Drug 1: C1CC(=O)NC(=O)C1N2CC3=C(C2=O)C=CC=C3N. Drug 2: CN(CC1=CN=C2C(=N1)C(=NC(=N2)N)N)C3=CC=C(C=C3)C(=O)NC(CCC(=O)O)C(=O)O. Cell line: A498. Synergy scores: CSS=31.9, Synergy_ZIP=-0.00283, Synergy_Bliss=0.325, Synergy_Loewe=-8.53, Synergy_HSA=2.63. (3) Drug 1: COC1=CC(=CC(=C1O)OC)C2C3C(COC3=O)C(C4=CC5=C(C=C24)OCO5)OC6C(C(C7C(O6)COC(O7)C8=CC=CS8)O)O. Drug 2: COCCOC1=C(C=C2C(=C1)C(=NC=N2)NC3=CC=CC(=C3)C#C)OCCOC.Cl. Cell line: RXF 393. Synergy scores: CSS=25.6, Synergy_ZIP=-6.67, Synergy_Bliss=1.37, Synergy_Loewe=0.0146, Synergy_HSA=2.65.